From a dataset of Full USPTO retrosynthesis dataset with 1.9M reactions from patents (1976-2016). Predict the reactants needed to synthesize the given product. (1) Given the product [CH3:32][O:31][C:14]1[CH:13]=[CH:12][C:11]2[N:10]=[C:9]([NH:7][C:4]3[S:5][CH:6]=[C:2]([CH3:1])[N:3]=3)[C:18]3=[N:19][NH:20][CH:21]=[C:17]3[C:16]=2[CH:15]=1, predict the reactants needed to synthesize it. The reactants are: [CH3:1][C:2]1[N:3]=[C:4]([NH2:7])[S:5][CH:6]=1.Cl[C:9]1[C:18]2=[N:19][N:20](CC3C=CC(OC)=CC=3)[CH:21]=[C:17]2[C:16]2[CH:15]=[C:14]([O:31][CH3:32])[CH:13]=[CH:12][C:11]=2[N:10]=1. (2) Given the product [NH2:34][C:30]1[N:29]=[C:28]([C:25]2[S:24][C:23]3[CH:35]=[CH:36][C:20]([NH:19][C:15]4[CH:14]=[C:13]([NH:12][C:11](=[O:37])[C:8]5[CH:9]=[CH:10][C:5]([OH:4])=[CH:6][CH:7]=5)[CH:18]=[CH:17][CH:16]=4)=[CH:21][C:22]=3[C:26]=2[CH3:27])[CH:33]=[CH:32][N:31]=1, predict the reactants needed to synthesize it. The reactants are: C([O:4][C:5]1[CH:10]=[CH:9][C:8]([C:11](=[O:37])[NH:12][C:13]2[CH:18]=[CH:17][CH:16]=[C:15]([NH:19][C:20]3[CH:36]=[CH:35][C:23]4[S:24][C:25]([C:28]5[CH:33]=[CH:32][N:31]=[C:30]([NH2:34])[N:29]=5)=[C:26]([CH3:27])[C:22]=4[CH:21]=3)[CH:14]=2)=[CH:7][CH:6]=1)(=O)C.[OH-].[Na+]. (3) The reactants are: O1CCCCC1[O:7][CH2:8][CH2:9][CH2:10][O:11][C:12]1[CH:17]=[CH:16][C:15]([B:18]([OH:20])[OH:19])=[CH:14][C:13]=1[C:21]([F:24])([F:23])[F:22].Cl. Given the product [OH:7][CH2:8][CH2:9][CH2:10][O:11][C:12]1[CH:17]=[CH:16][C:15]([B:18]([OH:19])[OH:20])=[CH:14][C:13]=1[C:21]([F:24])([F:22])[F:23], predict the reactants needed to synthesize it. (4) Given the product [Cl:1][C:2]1[N:7]=[CH:6][C:5]([C:8]2([C:12]([NH2:16])=[O:14])[CH2:11][CH2:10][CH2:9]2)=[CH:4][CH:3]=1, predict the reactants needed to synthesize it. The reactants are: [Cl:1][C:2]1[N:7]=[CH:6][C:5]([C:8]2([C:12]([OH:14])=O)[CH2:11][CH2:10][CH2:9]2)=[CH:4][CH:3]=1.C[N:16](C(ON1N=NC2C=CC=NC1=2)=[N+](C)C)C.F[P-](F)(F)(F)(F)F.C(N(C(C)C)CC)(C)C.[Cl-].[NH4+].C(=O)([O-])O.[Na+]. (5) Given the product [N:44]1([C@H:2]2[CH2:19][C@@:18]3([CH3:20])[C@@H:5]([CH2:6][CH2:7][C@@H:8]4[C@@H:17]3[CH2:16][CH2:15][C@@:13]3([CH3:14])[C@H:9]4[CH2:10][C@H:11]([N:22]4[CH2:26][CH2:25][CH2:24][CH2:23]4)[C@@H:12]3[OH:21])[CH2:4][C@@H:3]2[OH:1])[CH2:49][CH2:48][O:47][CH2:46][CH2:45]1, predict the reactants needed to synthesize it. The reactants are: [O:1]1[C@H:3]2[CH2:4][C@H:5]3[C@:18]([CH3:20])([CH2:19][C@@H:2]12)[C@@H:17]1[C@H:8]([C@H:9]2[C@@:13]([CH2:15][CH2:16]1)([CH3:14])[C@@H:12]([OH:21])[C@@H:11]([N:22]1[CH2:26][CH2:25][CH2:24][CH2:23]1)[CH2:10]2)[CH2:7][CH2:6]3.C1(C)C=CC(S(O)(=O)=O)=CC=1.C(=O)([O-])[O-].[Na+].[Na+].[NH:44]1[CH2:49][CH2:48][O:47][CH2:46][CH2:45]1. (6) Given the product [CH3:48][O:49][C@H:50]1[CH2:54][CH2:53][N:52]([CH2:2][CH2:3][CH2:4][O:5][C:6]2[CH:11]=[CH:10][C:9]([C:12]3([C:18]#[N:19])[CH2:17][CH2:16][CH2:15][CH2:14][CH2:13]3)=[CH:8][CH:7]=2)[CH2:51]1, predict the reactants needed to synthesize it. The reactants are: Br[CH2:2][CH2:3][CH2:4][O:5][C:6]1[CH:11]=[CH:10][C:9]([C:12]2([C:18]#[N:19])[CH2:17][CH2:16][CH2:15][CH2:14][CH2:13]2)=[CH:8][CH:7]=1.ClCCCOC1C=CC(C2(C#N)CCCCC2)=CC=1.C(N(CC)C(C)C)(C)C.[CH3:48][O:49][C@H:50]1[CH2:54][CH2:53][NH:52][CH2:51]1.